From a dataset of Forward reaction prediction with 1.9M reactions from USPTO patents (1976-2016). Predict the product of the given reaction. (1) Given the reactants [CH3:1][C@H:2]1[CH2:7][NH:6][C@H:5]([CH3:8])[CH2:4][N:3]1[C@H:9]([C:24]1[CH:36]=[CH:35][C:27]([C:28]([N:30]([CH2:33][CH3:34])[CH2:31][CH3:32])=[O:29])=[CH:26][CH:25]=1)[C:10]1[CH:15]=[CH:14][CH:13]=[C:12]([O:16]S(C(F)(F)F)(=O)=O)[CH:11]=1.[Br:37][C:38]1[CH:45]=[CH:44][C:41]([CH2:42]Br)=[CH:40][CH:39]=1, predict the reaction product. The product is: [CH3:1][C@H:2]1[CH2:7][N:6]([CH2:42][C:41]2[CH:44]=[CH:45][C:38]([Br:37])=[CH:39][CH:40]=2)[C@H:5]([CH3:8])[CH2:4][N:3]1[C@H:9]([C:24]1[CH:36]=[CH:35][C:27]([C:28]([N:30]([CH2:33][CH3:34])[CH2:31][CH3:32])=[O:29])=[CH:26][CH:25]=1)[C:10]1[CH:15]=[CH:14][CH:13]=[C:12]([OH:16])[CH:11]=1. (2) Given the reactants [Cl:1][C:2]1[CH:7]=[CH:6][C:5]([NH:8][C:9](=[O:22])[CH2:10][C@H:11]([CH:16]2[CH2:21][CH2:20][CH2:19][CH2:18][CH2:17]2)[C:12]([O:14]C)=[O:13])=[CH:4][CH:3]=1.[OH-].[Na+], predict the reaction product. The product is: [Cl:1][C:2]1[CH:3]=[CH:4][C:5]([NH:8][C:9](=[O:22])[CH2:10][C@H:11]([CH:16]2[CH2:21][CH2:20][CH2:19][CH2:18][CH2:17]2)[C:12]([OH:14])=[O:13])=[CH:6][CH:7]=1. (3) Given the reactants [CH2:1]([C@H:8]1[CH2:13][N:12]([C:14]2[CH:19]=[CH:18][C:17]([O:20][CH3:21])=[C:16]([O:22][CH:23]3[CH2:27][CH2:26][CH2:25][CH2:24]3)[CH:15]=2)[CH2:11][CH2:10][N:9]1[C:28](=O)[CH2:29][CH2:30][C:31](OCC)=[O:32])[C:2]1[CH:7]=[CH:6][CH:5]=[CH:4][CH:3]=1.[H-].[Al+3].[Li+].[H-].[H-].[H-], predict the reaction product. The product is: [CH2:1]([C@H:8]1[CH2:13][N:12]([C:14]2[CH:19]=[CH:18][C:17]([O:20][CH3:21])=[C:16]([O:22][CH:23]3[CH2:24][CH2:25][CH2:26][CH2:27]3)[CH:15]=2)[CH2:11][CH2:10][N:9]1[CH2:28][CH2:29][CH2:30][CH2:31][OH:32])[C:2]1[CH:3]=[CH:4][CH:5]=[CH:6][CH:7]=1. (4) Given the reactants [O:1]1[C:10]2[C:5](=[CH:6][CH:7]=[CH:8][CH:9]=2)[C:4](=[O:11])[CH2:3][CH2:2]1.[N-:12]=[N+]=[N-].[Na+].[OH-].[K+], predict the reaction product. The product is: [O:1]1[C:10]2[CH:9]=[CH:8][CH:7]=[CH:6][C:5]=2[C:4](=[O:11])[NH:12][CH2:3][CH2:2]1. (5) The product is: [CH:15]([C:7]1[CH:8]=[CH:9][CH:10]=[C:11]([CH:12]([CH3:14])[CH3:13])[C:6]=1[NH:5][C:3](=[O:4])[CH2:2][NH:18][CH2:19][C:20]1([NH:26][C:27]2[CH:32]=[CH:31][CH:30]=[CH:29][CH:28]=2)[CH2:25][CH2:24][CH2:23][CH2:22][CH2:21]1)([CH3:17])[CH3:16]. Given the reactants Br[CH2:2][C:3]([NH:5][C:6]1[C:11]([CH:12]([CH3:14])[CH3:13])=[CH:10][CH:9]=[CH:8][C:7]=1[CH:15]([CH3:17])[CH3:16])=[O:4].[NH2:18][CH2:19][C:20]1([NH:26][C:27]2[CH:32]=[CH:31][CH:30]=[CH:29][CH:28]=2)[CH2:25][CH2:24][CH2:23][CH2:22][CH2:21]1.O, predict the reaction product.